Predict the reaction yield, written as a fraction of the theoretical maximum amount of product (1.0 means a 100% yield; for example, 0.34 means a 34% yield). From a dataset of Reaction yield outcomes from USPTO patents with 853,638 reactions. (1) The reactants are [C:1]1(=[C:8]([C:24]2[CH:29]=[CH:28][C:27]([OH:30])=[CH:26][CH:25]=2)[C:9]2[CH:14]=[CH:13][C:12]([O:15][C:16]([CH3:23])([CH3:22])[C:17](OCC)=[O:18])=[CH:11][CH:10]=2)[CH2:7][CH2:6][CH2:5][CH2:4][CH2:3][CH2:2]1.[H-].[H-].[H-].[H-].[Li+].[Al+3]. The catalyst is C1COCC1. The product is [C:1]1(=[C:8]([C:9]2[CH:14]=[CH:13][C:12]([O:15][C:16]([CH3:23])([CH3:22])[CH2:17][OH:18])=[CH:11][CH:10]=2)[C:24]2[CH:29]=[CH:28][C:27]([OH:30])=[CH:26][CH:25]=2)[CH2:2][CH2:3][CH2:4][CH2:5][CH2:6][CH2:7]1. The yield is 0.760. (2) The reactants are [Cl:1][C:2]1[CH:3]=[C:4]([CH:9]=[CH:10][C:11]=1[O:12][CH:13]([CH3:15])[CH3:14])/[C:5](=[N:7]/[OH:8])/[NH2:6].Br[C:17]1[CH:25]=[CH:24][C:20]([C:21](O)=O)=[CH:19][N:18]=1.C1CCC(N=C=NC2CCCCC2)CC1.[CH:41]1[CH:42]=[CH:43][C:44]2[N:49]([OH:50])[N:48]=[N:47][C:45]=2[CH:46]=1.CCN(C(C)C)C(C)C. The catalyst is C(#N)C. The product is [N:49]1([O:50][C:17]2[N:18]=[CH:19][C:20]([C:21]3[O:8][N:7]=[C:5]([C:4]4[CH:9]=[CH:10][C:11]([O:12][CH:13]([CH3:15])[CH3:14])=[C:2]([Cl:1])[CH:3]=4)[N:6]=3)=[CH:24][CH:25]=2)[C:44]2[CH:43]=[CH:42][CH:41]=[CH:46][C:45]=2[N:47]=[N:48]1. The yield is 0.652. (3) The reactants are [F:1][C:2]1[CH:8]=[C:7]([N:9]2[CH2:14][CH2:13][N:12]([CH3:15])[CH2:11][CH2:10]2)[C:6]([F:16])=[CH:5][C:3]=1[NH2:4].Cl[C:18]1[N:27]=[CH:26][C:25]2[C:20](=[C:21]([C:28]3[CH:29]=[C:30]([NH:34][C:35](=[O:38])[CH:36]=[CH2:37])[CH:31]=[CH:32][CH:33]=3)[CH:22]=[CH:23][CH:24]=2)[N:19]=1.C(O)(C(F)(F)F)=O. The catalyst is CCCCO. The product is [F:1][C:2]1[CH:8]=[C:7]([N:9]2[CH2:14][CH2:13][N:12]([CH3:15])[CH2:11][CH2:10]2)[C:6]([F:16])=[CH:5][C:3]=1[NH:4][C:18]1[N:27]=[CH:26][C:25]2[C:20](=[C:21]([C:28]3[CH:29]=[C:30]([NH:34][C:35](=[O:38])[CH:36]=[CH2:37])[CH:31]=[CH:32][CH:33]=3)[CH:22]=[CH:23][CH:24]=2)[N:19]=1. The yield is 0.160.